From a dataset of Full USPTO retrosynthesis dataset with 1.9M reactions from patents (1976-2016). Predict the reactants needed to synthesize the given product. (1) Given the product [Br:2][C:3]1[CH:8]=[C:7]([F:9])[CH:6]=[CH:5][C:4]=1[C@@H:10]1[N:15]=[C:14]([C:16]2[S:17][CH:18]=[CH:19][N:20]=2)[NH:13][C:12]([CH2:21][N:22]2[CH2:27][CH2:26][O:25][CH2:24][C@H:23]2[C:28]([OH:30])=[O:29])=[C:11]1[C:31]([O:33][CH2:34][CH3:35])=[O:32], predict the reactants needed to synthesize it. The reactants are: [Li].[Br:2][C:3]1[CH:8]=[C:7]([F:9])[CH:6]=[CH:5][C:4]=1[C@@H:10]1[N:15]=[C:14]([C:16]2[S:17][CH:18]=[CH:19][N:20]=2)[NH:13][C:12]([CH2:21][N:22]2[CH2:27][CH2:26][O:25][CH2:24][C@H:23]2[C:28]([OH:30])=[O:29])=[C:11]1[C:31]([O:33][C@@H:34](C)[C:35](OC(C)C)=O)=[O:32]. (2) Given the product [NH2:47][C:44]1[N:45]=[CH:46][C:41]([C:15]2[C:5]3[C:4](=[O:32])[N:3]([CH2:1][CH3:2])[CH2:9][C:8]([CH3:10])([CH3:11])[O:7][C:6]=3[N:12]=[C:13]([N:24]3[CH2:25][CH:26]4[O:31][CH:29]([CH2:28][CH2:27]4)[CH2:30]3)[N:14]=2)=[CH:42][CH:43]=1, predict the reactants needed to synthesize it. The reactants are: [CH2:1]([N:3]1[CH2:9][C:8]([CH3:11])([CH3:10])[O:7][C:6]2[N:12]=[C:13]([N:24]3[CH2:30][CH:29]4[O:31][CH:26]([CH2:27][CH2:28]4)[CH2:25]3)[N:14]=[C:15](OS(C(F)(F)F)(=O)=O)[C:5]=2[C:4]1=[O:32])[CH3:2].CC1(C)C(C)(C)OB([C:41]2[CH:42]=[CH:43][C:44]([NH2:47])=[N:45][CH:46]=2)O1.P([O-])([O-])([O-])=O.[K+].[K+].[K+].O. (3) The reactants are: [H-].[Na+].[NH:3]1[C:11]2[C:6](=[CH:7][C:8]([C:12]([OH:14])=[O:13])=[CH:9][CH:10]=2)[CH:5]=[C:4]1[C:15]([OH:17])=[O:16].[CH2:18](Br)[CH2:19][CH2:20][CH2:21][CH2:22][CH2:23][CH2:24][CH3:25]. Given the product [CH2:18]([N:3]1[C:11]2[C:6](=[CH:7][C:8]([C:12]([OH:14])=[O:13])=[CH:9][CH:10]=2)[CH:5]=[C:4]1[C:15]([OH:17])=[O:16])[CH2:19][CH2:20][CH2:21][CH2:22][CH2:23][CH2:24][CH3:25], predict the reactants needed to synthesize it.